Dataset: Full USPTO retrosynthesis dataset with 1.9M reactions from patents (1976-2016). Task: Predict the reactants needed to synthesize the given product. (1) Given the product [CH2:1]([N:8]1[CH2:9][C:10]([CH3:16])([CH3:15])[C:11](=[O:14])[CH:12]([C:17]([O:18][CH2:19][CH3:20])=[O:21])[CH2:13]1)[C:2]1[CH:3]=[CH:4][CH:5]=[CH:6][CH:7]=1, predict the reactants needed to synthesize it. The reactants are: [CH2:1]([N:8]1[CH2:13][CH2:12][C:11](=[O:14])[C:10]([CH3:16])([CH3:15])[CH2:9]1)[C:2]1[CH:7]=[CH:6][CH:5]=[CH:4][CH:3]=1.[C:17](=O)([O:21]CC)[O:18][CH2:19][CH3:20].[H-].[Na+].[Cl-].[NH4+]. (2) Given the product [F:15][C:16]1[CH:17]=[C:18]([C:27]2[N:28]=[C:29]([NH:32][C:39](=[O:54])[CH2:40][C:7]3[C:6]4[C:5](=[O:12])[N:4]([CH3:13])[C:3](=[O:14])[N:2]([CH3:1])[C:10]=4[S:9][CH:8]=3)[S:30][CH:31]=2)[CH:19]=[C:20]([F:26])[C:21]=1[C:22]([F:25])([F:23])[F:24], predict the reactants needed to synthesize it. The reactants are: [CH3:1][N:2]1[C:7]2=[CH:8][S:9][C:10](C)=[C:6]2[C:5](=[O:12])[N:4]([CH3:13])[C:3]1=[O:14].[F:15][C:16]1[CH:17]=[C:18]([C:27]2[N:28]=[C:29]([NH2:32])[S:30][CH:31]=2)[CH:19]=[C:20]([F:26])[C:21]=1[C:22]([F:25])([F:24])[F:23].CCN=C=NC[CH2:39][CH2:40]N(C)C.Cl.C1C=CC2N([OH:54])N=NC=2C=1. (3) Given the product [O:14]=[C:12]1[C:3]2[C:4]([C:5]([O:7][CH3:8])=[O:6])=[CH:9][CH:10]=[CH:11][C:2]=2[N:1]=[C:16]([C:18]([O:20][CH2:21][CH3:22])=[O:19])[NH:17]1, predict the reactants needed to synthesize it. The reactants are: [NH2:1][C:2]1[CH:11]=[CH:10][CH:9]=[C:4]([C:5]([O:7][CH3:8])=[O:6])[C:3]=1[C:12]([O:14]C)=O.[C:16]([C:18]([O:20][CH2:21][CH3:22])=[O:19])#[N:17].Cl. (4) Given the product [CH:8]([O:11][C:12]1[CH:17]=[CH:16][C:15]([S:18]([CH3:21])(=[O:19])=[O:20])=[CH:14][C:13]=1[C:22]([N:24]1[CH2:29][CH2:28][N:27]([C:31]2[CH:36]=[CH:35][C:34]([N+:37]([O-:39])=[O:38])=[CH:33][N:32]=2)[CH2:26][CH2:25]1)=[O:23])([CH3:10])[CH3:9], predict the reactants needed to synthesize it. The reactants are: FC(F)(F)C(O)=O.[CH:8]([O:11][C:12]1[CH:17]=[CH:16][C:15]([S:18]([CH3:21])(=[O:20])=[O:19])=[CH:14][C:13]=1[C:22]([N:24]1[CH2:29][CH2:28][NH:27][CH2:26][CH2:25]1)=[O:23])([CH3:10])[CH3:9].Cl[C:31]1[CH:36]=[CH:35][C:34]([N+:37]([O-:39])=[O:38])=[CH:33][N:32]=1.C(=O)([O-])[O-].[K+].[K+]. (5) Given the product [F:1][C:2]1[CH:7]=[C:6]([CH2:8][C:9]2[C:14](=[O:15])[N:13]([C:35]3[CH:36]=[CH:37][C:32]([O:31][CH:28]([CH3:30])[CH3:29])=[CH:33][CH:34]=3)[C:12]([CH3:16])=[N:11][C:10]=2[CH2:17][CH2:18][CH3:19])[CH:5]=[CH:4][C:3]=1[C:20]1[C:21]([C:26]#[N:27])=[CH:22][CH:23]=[CH:24][CH:25]=1, predict the reactants needed to synthesize it. The reactants are: [F:1][C:2]1[CH:7]=[C:6]([CH2:8][C:9]2[C:14](=[O:15])[NH:13][C:12]([CH3:16])=[N:11][C:10]=2[CH2:17][CH2:18][CH3:19])[CH:5]=[CH:4][C:3]=1[C:20]1[C:21]([C:26]#[N:27])=[CH:22][CH:23]=[CH:24][CH:25]=1.[CH:28]([O:31][C:32]1[CH:37]=[CH:36][C:35](B(O)O)=[CH:34][CH:33]=1)([CH3:30])[CH3:29].N1C=CC=CC=1.C(N(CC)CC)C. (6) Given the product [CH2:10]([C:3]1([CH2:1][CH3:2])[CH2:8][CH2:7][C:6](=[O:9])[CH2:5][CH2:4]1)[CH3:11], predict the reactants needed to synthesize it. The reactants are: [CH2:1]([C:3]1([CH2:10][CH3:11])[CH2:8][CH2:7][C:6](=[O:9])[CH:5]=[CH:4]1)[CH3:2]. (7) Given the product [CH:11]([O:1][C:2]1[CH:3]=[C:4]([CH:7]=[CH:8][CH:9]=1)[CH:5]=[O:6])([CH3:13])[CH3:12], predict the reactants needed to synthesize it. The reactants are: [OH:1][C:2]1[CH:3]=[C:4]([CH:7]=[CH:8][CH:9]=1)[CH:5]=[O:6].I[CH:11]([CH3:13])[CH3:12].[K].O.